Binary Classification. Given a miRNA mature sequence and a target amino acid sequence, predict their likelihood of interaction. From a dataset of Experimentally validated miRNA-target interactions with 360,000+ pairs, plus equal number of negative samples. The miRNA is mmu-miR-3062-5p with sequence GGAGAAUGUAGUGUUACCGUGA. The protein sequence of the target gene is MSPENQSSVSEFLLLGLPIRPEQQAVFFTLFLGMYLTTVLGNLLIMLLIQLDSHLHTPMYFFLSHLALTDISFSSVTVPKMLMDMRTKYKSILYEECISQMYFFIFFTDLDSFLITSMAYDRYVAICHPLHYTVIMREELCVFLVAVSWILSCASSLSHTLLLTRLSFCAANTIPHVFCDLAALLKLSCSDIFLNELVMFTVGVVVITLPFMCILVSYGYIGATILRVPSTKGIHKALSTCGSHLSVVSLYYGSIFGQYLFPTVSSSIDKDVIVALMYTVVTPMLNPFIYSLRNRDMKEA.... Result: 0 (no interaction).